Dataset: Full USPTO retrosynthesis dataset with 1.9M reactions from patents (1976-2016). Task: Predict the reactants needed to synthesize the given product. (1) Given the product [CH3:23][C:24]1[CH:25]=[CH:26][C:27]2[N:36]([C:14]([CH:11]3[CH2:10][CH2:9][N:8]([C:3]4[C:2]([CH3:1])=[CH:7][CH:6]=[CH:5][N:4]=4)[CH2:13][CH2:12]3)=[O:16])[CH2:35][CH2:34][C:33]3[N:32]=[C:31]([N:37]4[CH2:38][CH2:39][O:40][CH2:41][CH2:42]4)[NH:30][C:29]=3[C:28]=2[CH:43]=1, predict the reactants needed to synthesize it. The reactants are: [CH3:1][C:2]1[C:3]([N:8]2[CH2:13][CH2:12][CH:11]([C:14]([OH:16])=O)[CH2:10][CH2:9]2)=[N:4][CH:5]=[CH:6][CH:7]=1.C(Cl)(=O)C(Cl)=O.[CH3:23][C:24]1[CH:25]=[CH:26][C:27]2[NH:36][CH2:35][CH2:34][C:33]3[N:32]=[C:31]([N:37]4[CH2:42][CH2:41][O:40][CH2:39][CH2:38]4)[NH:30][C:29]=3[C:28]=2[CH:43]=1.C(N(CC)CC)C. (2) Given the product [CH2:9]([O:8][C:1]1[CH2:28][CH2:29][C@H:30]2[C:25](=[CH:24][CH2:23][C@@H:22]3[C@@H:31]2[CH2:32][CH2:33][C@@:18]2([CH2:19][CH3:20])[C@H:21]3[CH:15]=[CH:16][C:17]2=[O:35])[CH:26]=1)[CH3:10], predict the reactants needed to synthesize it. The reactants are: [CH:1]([O:8][CH2:9][CH3:10])(OCC)OCC.C(O[C@@H:15]1[C@H:21]2[C@H:22]3[C@H:31]([CH2:32][CH2:33][C@:18]2([CH2:19][CH3:20])[C:17](=[O:35])[CH2:16]1)[C@@H:30]1[C:25](=[CH:26]C(=O)[CH2:28][CH2:29]1)[CH2:24][CH2:23]3)(=O)C.C(NC(C)C)(C)C.O. (3) Given the product [ClH:30].[ClH:30].[N:1]1([C:6]2[CH:23]=[CH:22][C:9]3[CH2:10][NH:11][CH2:12][CH2:13][O:14][C:8]=3[CH:7]=2)[CH2:5][CH2:4][CH2:3][CH2:2]1, predict the reactants needed to synthesize it. The reactants are: [N:1]1([C:6]2[CH:23]=[CH:22][C:9]3[CH2:10][N:11](C(OC(C)(C)C)=O)[CH2:12][CH2:13][O:14][C:8]=3[CH:7]=2)[CH2:5][CH2:4][CH2:3][CH2:2]1.C(OCC)(=O)C.[ClH:30]. (4) Given the product [F:31][C:32]1[CH:37]=[CH:36][C:35]([C:38]2[CH:43]=[CH:42][C:41]([S:44]([N:15]([CH3:16])[C:12]3[CH:13]=[CH:14][C:9]([CH2:8][N:6]4[CH2:5][CH2:4][N:3]([C:17]([O:19][C:20]([CH3:22])([CH3:21])[CH3:23])=[O:18])[C@@H:2]([CH3:1])[CH2:7]4)=[CH:10][CH:11]=3)(=[O:46])=[O:45])=[CH:40][CH:39]=2)=[CH:34][CH:33]=1, predict the reactants needed to synthesize it. The reactants are: [CH3:1][C@H:2]1[CH2:7][N:6]([CH2:8][C:9]2[CH:14]=[CH:13][C:12]([NH:15][CH3:16])=[CH:11][CH:10]=2)[CH2:5][CH2:4][N:3]1[C:17]([O:19][C:20]([CH3:23])([CH3:22])[CH3:21])=[O:18].C(N(CC)CC)C.[F:31][C:32]1[CH:37]=[CH:36][C:35]([C:38]2[CH:43]=[CH:42][C:41]([S:44](Cl)(=[O:46])=[O:45])=[CH:40][CH:39]=2)=[CH:34][CH:33]=1.